From a dataset of Catalyst prediction with 721,799 reactions and 888 catalyst types from USPTO. Predict which catalyst facilitates the given reaction. (1) Reactant: [F:1][C:2]1[CH:3]=[C:4]([C:9]2([OH:14])[CH2:13][CH2:12][NH:11][CH2:10]2)[CH:5]=[C:6]([F:8])[CH:7]=1.C(=O)([O-])[O-].[K+].[K+].[CH2:21](Br)[CH:22]=[CH2:23].C(=O)([O-])[O-].[Na+].[Na+]. Product: [CH2:23]([N:11]1[CH2:12][CH2:13][C:9]([C:4]2[CH:5]=[C:6]([F:8])[CH:7]=[C:2]([F:1])[CH:3]=2)([OH:14])[CH2:10]1)[CH:22]=[CH2:21]. The catalyst class is: 10. (2) Reactant: [NH:1]1[CH2:6][CH2:5][CH2:4][CH2:3][CH2:2]1.Cl.C(N=C=NCCCN(C)C)C.[CH3:19][O:20][C:21]1[C:22](=[O:49])[C:23]([CH3:48])=[C:24]([CH2:30][C:31]2[CH:32]=[CH:33][C:34]([O:40][CH2:41][C:42]3[CH:47]=[CH:46][CH:45]=[CH:44][CH:43]=3)=[C:35]([CH:39]=2)[C:36](O)=[O:37])[C:25](=[O:29])[C:26]=1[O:27][CH3:28]. Product: [CH3:19][O:20][C:21]1[C:22](=[O:49])[C:23]([CH3:48])=[C:24]([CH2:30][C:31]2[CH:32]=[CH:33][C:34]([O:40][CH2:41][C:42]3[CH:43]=[CH:44][CH:45]=[CH:46][CH:47]=3)=[C:35]([CH:39]=2)[C:36]([N:1]2[CH2:6][CH2:5][CH2:4][CH2:3][CH2:2]2)=[O:37])[C:25](=[O:29])[C:26]=1[O:27][CH3:28]. The catalyst class is: 2. (3) Product: [CH:1]1([CH2:7][C@H:8]([CH2:12][C:13]([N:15]2[CH2:20][CH2:19][O:18][CH2:17][CH2:16]2)=[O:14])[C:9]([NH:28][C@H:29]([CH:30]([OH:31])[C:32]2[N:36]=[C:35]([C:37]([F:40])([F:39])[F:38])[O:34][N:33]=2)[CH2:41][CH3:42])=[O:11])[CH2:2][CH2:3][CH2:4][CH2:5][CH2:6]1. The catalyst class is: 9. Reactant: [CH:1]1([CH2:7][C@H:8]([CH2:12][C:13]([N:15]2[CH2:20][CH2:19][O:18][CH2:17][CH2:16]2)=[O:14])[C:9]([OH:11])=O)[CH2:6][CH2:5][CH2:4][CH2:3][CH2:2]1.FC(F)(F)C(O)=O.[NH2:28][CH:29]([CH2:41][CH3:42])[C@@H:30]([C:32]1[N:36]=[C:35]([C:37]([F:40])([F:39])[F:38])[O:34][N:33]=1)[OH:31].F[P-](F)(F)(F)(F)F.N1(OC(N(C)C)=[N+](C)C)C2N=CC=CC=2N=N1. (4) Reactant: [C:1]([O:9][CH2:10][CH3:11])(=[O:8])[CH2:2][C:3]([O:5][CH2:6][CH3:7])=[O:4].[H-].[Na+].Br[C:15]1[C:16]([F:27])=[CH:17][N:18]=[C:19]2[C:24]=1[N:23]=[C:22]([O:25][CH3:26])[CH:21]=[CH:20]2.OS([O-])(=O)=O.[Na+]. Product: [CH2:10]([O:9][C:1](=[O:8])[CH:2]([C:15]1[C:24]2[C:19](=[CH:20][CH:21]=[C:22]([O:25][CH3:26])[N:23]=2)[N:18]=[CH:17][C:16]=1[F:27])[C:3]([O:5][CH2:6][CH3:7])=[O:4])[CH3:11]. The catalyst class is: 12. (5) Product: [CH2:21]([N:23]1[CH:27]=[C:26]([C:2]2[CH:3]=[C:4]([C:9]3[C:10]([C:14]4[CH:19]=[CH:18][CH:17]=[C:16]([CH3:20])[N:15]=4)=[N:11][NH:12][CH:13]=3)[CH:5]=[CH:6][C:7]=2[F:8])[CH:25]=[N:24]1)[CH3:22]. Reactant: Br[C:2]1[CH:3]=[C:4]([C:9]2[C:10]([C:14]3[CH:19]=[CH:18][CH:17]=[C:16]([CH3:20])[N:15]=3)=[N:11][NH:12][CH:13]=2)[CH:5]=[CH:6][C:7]=1[F:8].[CH2:21]([N:23]1[CH:27]=[C:26](B2OC(C)(C)C(C)(C)O2)[CH:25]=[N:24]1)[CH3:22].O. The catalyst class is: 104. (6) Reactant: [Cl:1][C:2]1[CH:3]=[C:4]([C:22]2[CH:27]=[CH:26][C:25]([C:28]([OH:30])=O)=[CH:24][CH:23]=2)[CH:5]=[C:6]([Cl:21])[C:7]=1[CH2:8][C@@H:9]1[CH2:13][CH2:12][N:11]([CH:14]2[CH2:19][CH2:18][O:17][CH2:16][CH2:15]2)[C:10]1=[O:20].Cl.[F:32][C:33]([F:41])([F:40])[CH:34]1[CH2:39][CH2:38][NH:37][CH2:36][CH2:35]1.ON1C2C=CC=CC=2N=N1.CN1CCOCC1.CCN=C=NCCCN(C)C.Cl. Product: [Cl:21][C:6]1[CH:5]=[C:4]([C:22]2[CH:27]=[CH:26][C:25]([C:28]([N:37]3[CH2:38][CH2:39][CH:34]([C:33]([F:41])([F:40])[F:32])[CH2:35][CH2:36]3)=[O:30])=[CH:24][CH:23]=2)[CH:3]=[C:2]([Cl:1])[C:7]=1[CH2:8][C@@H:9]1[CH2:13][CH2:12][N:11]([CH:14]2[CH2:15][CH2:16][O:17][CH2:18][CH2:19]2)[C:10]1=[O:20]. The catalyst class is: 4. (7) Reactant: [NH2:1][CH2:2][C:3]1([CH2:9][N:10]2[C:18]3[C:13](=[CH:14][CH:15]=[C:16]([C:19]([O:21][CH2:22][CH3:23])=[O:20])[CH:17]=3)[CH:12]=[C:11]2[C:24]([O:26]CC)=O)[CH2:8][CH2:7][O:6][CH2:5][CH2:4]1.C(N(CC)CC)C.C([O-])([O-])=O.[K+].[K+]. Product: [O:26]=[C:24]1[C:11]2=[CH:12][C:13]3[CH:14]=[CH:15][C:16]([C:19]([O:21][CH2:22][CH3:23])=[O:20])=[CH:17][C:18]=3[N:10]2[CH2:9][C:3]2([CH2:4][CH2:5][O:6][CH2:7][CH2:8]2)[CH2:2][NH:1]1. The catalyst class is: 8.